This data is from Experimentally validated miRNA-target interactions with 360,000+ pairs, plus equal number of negative samples. The task is: Binary Classification. Given a miRNA mature sequence and a target amino acid sequence, predict their likelihood of interaction. (1) The protein sequence of the target gene is MERQKRKADIEKGLQFIQSTLPLKQEEYEAFLLKLVQNLFAEGNDLFREKDYKQALVQYMEGLNVADYAASDQVALPRELLCKLHVNRAACYFTMGLYEKALEDSEKALGLDSESIRALFRKARALNELGRHKEAYECSSRCSLALPHDESVTQLGQELAQKLGLRVRKAYKRPQELETFSLLSNGTAAGVADQGTSNGLGSIDDIETDCYVDPRGSPALLPSTPTMPLFPHVLDLLAPLDSSRTLPSTDSLDDFSDGDVFGPELDTLLDSLSLVQGGLSGSGVPSELPQLIPVFPGGTP.... The miRNA is hsa-miR-6835-5p with sequence AGGGGGUAGAAAGUGGCUGAAG. Result: 1 (interaction). (2) The miRNA is hsa-miR-1287-3p with sequence CUCUAGCCACAGAUGCAGUGAU. The protein sequence of the target gene is MDLGKDQSHLKHHQTPDPHQEENHSPEVIGTWSLRNRELLRKRKAEVHEKETSQWLFGEQKKRKQQRTGKGNRRGRKRQQNTELKVEPQPQIEKEIVEKALAPIEKKTEPPGSITKVFPSVASPQKVVPEEHFSEICQESNIYQENFSEYQEIAVQNHSSETCQHVSEPEDLSPKMYQEISVLQDNSSKICQDMKEPEDNSPNTCQVISVIQDHPFKMYQDMAKREDLAPKMCQEAAVPKILPCPTSEDTADLAGCSLQAYPKPDVPKGYILDTDQNPAEPEEYNETDQGIAETEGLFPK.... Result: 1 (interaction). (3) The miRNA is mmu-miR-423-3p with sequence AGCUCGGUCUGAGGCCCCUCAGU. The protein sequence of the target gene is MTSPEIASLSWGQMKVKGSNTTYKDCKVWPGGSRTWDWRETGTEHSPGVQPADVKEVVEKGVQTLVIGRGMSEALKVPSSTVEYLKKHGIDVRVLQTEQAVKEYNALVAQGVRVGGVFHSTC. Result: 0 (no interaction). (4) The miRNA is hsa-miR-4507 with sequence CUGGGUUGGGCUGGGCUGGG. The protein sequence of the target gene is MAVLARQLQRLLWTACKKKEREKEGREEEEEEEAGRRAPEGPRSLLTAPRRAQRPHGGAEASGGLRFGASAAQGWRARMEDAHCTWLSLPGLPPGWALFAVLDGHGGARAARFGARHLPGHVLQELGPEPSEPEGVREALRRAFLSADERLRSLWPRVETGGCTAVVLLVSPRFLYLAHCGDSRAVLSRAGAVAFSTEDHRPLRPRERERIHAAGGTIRRRRVEGSLAVSRALGDFTYKEAPGRPPELQLVSAEPEVAALARQAEDEFMLLASDGVWDTVSGAALAGLVASRLRLGLAPE.... Result: 1 (interaction). (5) The miRNA is hsa-miR-3131 with sequence UCGAGGACUGGUGGAAGGGCCUU. The protein sequence of the target gene is MAQPGPASQPDVSLQQRVAELEKINAEFLRAQQQLEQEFNQKRAKFKELYLAKEEDLKRQNAVLQAAQDDLGHLRTQLWEAQAEMENIKAIATVSENTKQEAIDEVKRQWREEVASLQAVMKETVRDYEHQFHLRLEQERTQWAQYRESAEREIADLRRRLSEGQEEENLENEMKKAQEDAEKLRSVVMPMEKEIAALKDKLTEAEDKIKELEASKVKELNHYLEAEKSCRTDLEMYVAVLNTQKSVLQEDAEKLRKELHEVCHLLEQERQQHNQLKHTWQKANDQFLESQRLLMRDMQR.... Result: 0 (no interaction). (6) The miRNA is mmu-miR-3061-5p with sequence CAGUGGGCCGUGAAAGGUAGCC. The protein sequence of the target gene is MEEPQKNDLSMREQEEEHPVRSSGPQISVSEFSCHCCYDTLVNPTTLNCGHSFCRHCLALWWMSSKKTECPECREKWEGFPKVNILLRDAIEKLFPDAIRMRVEDIQQNNDVVQSLAAFQKYGNDQNPLAPSTGRVNPQRGGGFFSGVLTALTGVAVILLVYHWRSRESEHGLLVHKAVDKWTMEEVVLWLEQLGPWASLYRDRFLSERVNGRLLLTLTEEEFSRAPYTIENSSHRRVILTELERVRALGVKPPQNLWEYKAVNPGRSLFLLYALKSSPRLGLLYLYLFDYTDCFLPFIH.... Result: 0 (no interaction). (7) The miRNA is hsa-miR-4653-5p with sequence UCUCUGAGCAAGGCUUAACACC. The protein sequence of the target gene is MEEKPGQPQPQHHHSHHHPHHHPQQQQQQPHHHHHYYFYNHSHNHHHHHHHQQPHQYLQHGAEGSPKAQPKPLKHEQKHTLQQHQETPKKKTGYGELNGNAGEREISLKNLSSDEATNPISRVLNGNQQVVDTSLKQTVKANTFGKAGIKTKNFIQKNSMDKKNGKSYENKSGENQSVDKSDTIPIPNGVVTNNSGYITNGYMGKGADNDGSGSESGYTTPKKRKARRNSAKGCENLNIVQDKIMQQETSVPTLKQGLETFKPDYSEQKGNRVDGSKPIWKYETGPGGTSRGKPAVGDML.... Result: 1 (interaction). (8) The miRNA is mmu-miR-327 with sequence ACUUGAGGGGCAUGAGGAU. The protein sequence of the target gene is MPLLEGSVGVEDLVLLEPLVEESLLKNLQLRYENKEIYTYIGNVVISVNPYQQLPIYGPEFIAKYQDYTFYELKPHIYALANVAYQSLRDRDRDQCILITGESGSGKTEASKLVMSYVAAVCGKGEQVNSVKEQLLQSNPVLEAFGNAKTIRNNNSSRFGKYMDIEFDFKGSPLGGVITNYLLEKSRLVKQLKGERNFHIFYQLLAGADEQLLKALKLERDTTGYAYLNHEVSRVDGMDDASSFRAVQSAMAVIGFSEEEIRQVLEVTSMVLKLGNVLVADEFQASGIPASGIRDGRGVR.... Result: 0 (no interaction). (9) The miRNA is hsa-miR-6085 with sequence AAGGGGCUGGGGGAGCACA. The protein sequence of the target gene is MRVNEKYSTLPAEDRSVHIINICAIEDIGYLPSEGTLLNSLSVDPDAECKYGLYFRDGRRKVDYILVYHHKRPSGNRTLVRRVQHSDTPSGARSVKQDHPLPGKGASLDAGSGEPPMDYHEDDKRFRREEYEGNLLEAGLELERDEDTKIHGVGFVKIHAPWNVLCREAEFLKLKMPTKKMYHINETRGLLKKINSVLQKITDPIQPKVAEHRPQTMKRLSYPFSREKQHLFDLSDKDSFFDSKTRSTIVYEILKRTTCTKAKYSMGITSLLANGVYAAAYPLHDGDYNGENVEFNDRKL.... Result: 0 (no interaction). (10) The miRNA is mmu-miR-294-5p with sequence ACUCAAAAUGGAGGCCCUAUCU. Result: 0 (no interaction). The protein sequence of the target gene is MTSFQEVQLQTSNFAHVIFQNVAKSYLPNAHLECHYTLTPYIHPHSKDWVGIFKVGWSTARDYYTFLWSPMPEHYVEGSTVNCVLAFQGYYLPNDDGEFYQFCYVTHKGEIRGASTPFQFRAASPVEELLTMEDEGNSDMLVVTTKAGLLELKIEKTLKEKEELLKLIAVLEKETAQLREQVGRMERELSQEKGRCEQLQAEQKGLLEVSQSLRVENEEFMKRYSDATAKVQQLEEDIVSVTHKAIEKETDLDSLKDKLRKAQHEREQLECQLQTEKDEKELYKVHLKNTEIENTKLVSE....